Dataset: Cav3 T-type calcium channel HTS with 100,875 compounds. Task: Binary Classification. Given a drug SMILES string, predict its activity (active/inactive) in a high-throughput screening assay against a specified biological target. (1) The drug is s1c(C(=O)c2ccccc2)ccc1CC#N. The result is 0 (inactive). (2) The molecule is O(C(=O)N1CCC(CC1)C(=O)NC(CC(OC(C)(C)C)=O)c1oc(nn1)C(NC(OC(C)(C)C)=O)CCCCNC(OC(C)(C)C)=O)C(C)(C)C. The result is 0 (inactive). (3) The molecule is O1C(CCC1)CNC(=O)Cc1c2c(ccc1)cccc2. The result is 0 (inactive). (4) The compound is Fc1ccc(n2c(nc3c(c2=O)cccc3)C)cc1. The result is 0 (inactive).